Dataset: Reaction yield outcomes from USPTO patents with 853,638 reactions. Task: Predict the reaction yield, written as a fraction of the theoretical maximum amount of product (1.0 means a 100% yield; for example, 0.34 means a 34% yield). (1) The reactants are [CH:1]1[C:11]2[CH:10]=[CH:9][C:8]3[CH:12]=[CH:13][CH:14]=[CH:15][C:7]=3[NH:6][C:5]=2[CH:4]=[CH:3][CH:2]=1.C([Sn](Cl)(Cl)CCCC)CCC.[CH:27]([C:29]1[CH:38]=[CH:37][C:32]([C:33]([O:35][CH3:36])=[O:34])=[CH:31][CH:30]=1)=O.C1([SiH3])C=CC=CC=1. The catalyst is C1COCC1. The product is [CH:1]1[C:11]2[CH:10]=[CH:9][C:8]3[CH:12]=[CH:13][CH:14]=[CH:15][C:7]=3[N:6]([CH2:27][C:29]3[CH:38]=[CH:37][C:32]([C:33]([O:35][CH3:36])=[O:34])=[CH:31][CH:30]=3)[C:5]=2[CH:4]=[CH:3][CH:2]=1. The yield is 0.830. (2) The reactants are [CH2:1]([N:8]1[CH2:13][C@H:12]([C:14]2[CH:19]=[CH:18][C:17]([F:20])=[CH:16][CH:15]=2)[O:11][CH2:10][C:9]1=O)[C:2]1[CH:7]=[CH:6][CH:5]=[CH:4][CH:3]=1.[H-].[Al+3].[Li+].[H-].[H-].[H-].O.[OH-].[Na+]. The catalyst is C1COCC1. The product is [CH2:1]([N:8]1[CH2:9][CH2:10][O:11][C@@H:12]([C:14]2[CH:15]=[CH:16][C:17]([F:20])=[CH:18][CH:19]=2)[CH2:13]1)[C:2]1[CH:3]=[CH:4][CH:5]=[CH:6][CH:7]=1. The yield is 0.940. (3) The reactants are [C:1](#[N:4])[CH2:2][CH3:3].[Li+].CC([N-]C(C)C)C.CCCCCCC.C1COCC1.C(C1C=CC=CC=1)C.[C:33]([O:40][CH2:41][CH3:42])(=[O:39])[C:34](OCC)=O.[NH2:43][NH2:44]. The catalyst is C1COCC1.C(O)(=O)C.C1C=CC=CC=1. The product is [NH2:4][C:1]1[C:2]([CH3:3])=[C:34]([C:33]([O:40][CH2:41][CH3:42])=[O:39])[NH:44][N:43]=1. The yield is 0.625.